This data is from Catalyst prediction with 721,799 reactions and 888 catalyst types from USPTO. The task is: Predict which catalyst facilitates the given reaction. (1) Reactant: C[O:2][C:3]([C:5]1[N:6](S(C)(=O)=O)[CH:7]=[C:8]([C:10](=[N:20][NH2:21])[NH:11][C:12]2[CH:17]=[CH:16][CH:15]=[C:14]([Cl:18])[C:13]=2[Cl:19])[CH:9]=1)=[O:4].Br[C:27]#[N:28]. Product: [NH2:28][C:27]1[N:11]([C:12]2[CH:17]=[CH:16][CH:15]=[C:14]([Cl:18])[C:13]=2[Cl:19])[C:10]([C:8]2[CH:9]=[C:5]([C:3]([OH:2])=[O:4])[NH:6][CH:7]=2)=[N:20][N:21]=1. The catalyst class is: 5. (2) Reactant: [Br:1][C:2]1[CH:3]=[C:4]([NH2:9])[C:5]([CH3:8])=[N:6][CH:7]=1.[CH3:10][S:11](Cl)(=[O:13])=[O:12]. Product: [Br:1][C:2]1[CH:3]=[C:4]([NH:9][S:11]([CH3:10])(=[O:13])=[O:12])[C:5]([CH3:8])=[N:6][CH:7]=1. The catalyst class is: 17. (3) Product: [CH2:1]([O:5][C:6]1[CH:11]=[CH:10][C:9](/[CH:12]=[CH:13]/[C:14]([O:16][CH2:17][CH2:18][CH2:19][CH2:20][CH2:21][CH2:22][O:23][C:24]2[CH:25]=[C:26]([CH:29]=[C:30]([O:32][CH2:33][CH2:34][CH2:35][CH2:36][CH2:37][CH2:38][O:39][C:40](=[O:56])/[CH:41]=[CH:42]/[C:43]3[CH:48]=[CH:47][C:46]([O:49][CH2:50][CH2:51][CH2:52][CH3:53])=[C:45]([O:54][CH3:55])[CH:44]=3)[CH:31]=2)[CH2:27][Br:59])=[O:15])=[CH:8][C:7]=1[O:57][CH3:58])[CH2:2][CH2:3][CH3:4]. Reactant: [CH2:1]([O:5][C:6]1[CH:11]=[CH:10][C:9](/[CH:12]=[CH:13]/[C:14]([O:16][CH2:17][CH2:18][CH2:19][CH2:20][CH2:21][CH2:22][O:23][C:24]2[CH:25]=[C:26]([CH:29]=[C:30]([O:32][CH2:33][CH2:34][CH2:35][CH2:36][CH2:37][CH2:38][O:39][C:40](=[O:56])/[CH:41]=[CH:42]/[C:43]3[CH:48]=[CH:47][C:46]([O:49][CH2:50][CH2:51][CH2:52][CH3:53])=[C:45]([O:54][CH3:55])[CH:44]=3)[CH:31]=2)[CH2:27]O)=[O:15])=[CH:8][C:7]=1[O:57][CH3:58])[CH2:2][CH2:3][CH3:4].[Br:59]C(Br)(Br)Br.C1(P(C2C=CC=CC=2)C2C=CC=CC=2)C=CC=CC=1. The catalyst class is: 4. (4) Reactant: C([SiH2][O:6][C:7](C1C=CC=CC=1)(C1C=CC=CC=1)[C:8]1[NH:9][C:10]2[CH:11]=[C:12]([NH:22][C:23](=[O:25])[CH3:24])[CH:13]=[C:14]3[C:20](=[O:21])[NH:19][N:18]=[CH:17][C:16]=1[C:15]=23)(C)(C)C.[F-].C([N+](CCCC)(CCCC)CCCC)CCC. Product: [OH:6][CH2:7][C:8]1[NH:9][C:10]2[CH:11]=[C:12]([NH:22][C:23](=[O:25])[CH3:24])[CH:13]=[C:14]3[C:20](=[O:21])[NH:19][N:18]=[CH:17][C:16]=1[C:15]=23. The catalyst class is: 7. (5) Reactant: [N+:1]([C:4]1[CH:5]=[C:6]2[C:11](=[CH:12][CH:13]=1)[NH:10][C:9](=[O:14])[CH2:8][CH2:7]2)([O-:3])=[O:2].Cl.[CH3:16][N:17]([CH2:19][CH2:20]Cl)[CH3:18].C(=O)([O-])[O-].[K+].[K+]. Product: [CH3:16][N:17]([CH3:18])[CH2:19][CH2:20][N:10]1[C:11]2[C:6](=[CH:5][C:4]([N+:1]([O-:3])=[O:2])=[CH:13][CH:12]=2)[CH2:7][CH2:8][C:9]1=[O:14]. The catalyst class is: 384. (6) Reactant: [C:1]([C:5]1[CH:6]=[CH:7][C:8]([O:18]C)=[C:9]([C:11]2[CH:16]=[CH:15][C:14]([CH3:17])=[CH:13][N:12]=2)[CH:10]=1)([CH3:4])([CH3:3])[CH3:2].B(Br)(Br)Br.CO.C(=O)([O-])O.[Na+]. Product: [C:1]([C:5]1[CH:6]=[CH:7][C:8]([OH:18])=[C:9]([C:11]2[CH:16]=[CH:15][C:14]([CH3:17])=[CH:13][N:12]=2)[CH:10]=1)([CH3:4])([CH3:3])[CH3:2]. The catalyst class is: 4.